This data is from Full USPTO retrosynthesis dataset with 1.9M reactions from patents (1976-2016). The task is: Predict the reactants needed to synthesize the given product. (1) Given the product [F:1][C:2]1[CH:3]=[CH:4][C:5]([C:8]2[CH:9]=[CH:10][C:11]3[N:12]([C:14]([S:17][C:18]4[CH:23]=[CH:22][C:21]([NH2:24])=[CH:20][CH:19]=4)=[CH:15][N:16]=3)[CH:13]=2)=[CH:6][CH:7]=1, predict the reactants needed to synthesize it. The reactants are: [F:1][C:2]1[CH:7]=[CH:6][C:5]([C:8]2[CH:9]=[CH:10][C:11]3[N:12]([C:14]([S:17][C:18]4[CH:23]=[CH:22][C:21]([NH:24]C(=O)C)=[CH:20][CH:19]=4)=[CH:15][N:16]=3)[CH:13]=2)=[CH:4][CH:3]=1.Cl.C(=O)([O-])O.[Na+]. (2) Given the product [NH2:7][C@H:8]1[CH2:13][CH2:12][C@H:11]([CH2:14][NH:15][C:16]2[C:21]([N+:22]([O-:24])=[O:23])=[CH:20][N:19]=[C:18]([NH:25][CH2:26][C:27]3[CH:32]=[CH:31][CH:30]=[CH:29][C:28]=3[S:33]([CH3:36])(=[O:34])=[O:35])[N:17]=2)[CH2:10][CH2:9]1, predict the reactants needed to synthesize it. The reactants are: C(OC(=O)[NH:7][CH:8]1[CH2:13][CH2:12][CH:11]([CH2:14][NH:15][C:16]2[C:21]([N+:22]([O-:24])=[O:23])=[CH:20][N:19]=[C:18]([NH:25][CH2:26][C:27]3[CH:32]=[CH:31][CH:30]=[CH:29][C:28]=3[S:33]([CH3:36])(=[O:35])=[O:34])[N:17]=2)[CH2:10][CH2:9]1)(C)(C)C.Cl. (3) Given the product [F:1][C:2]1[CH:3]=[CH:4][C:5]([C:8]2[NH:12][N:11]=[C:10]([C:13]3[CH2:21][CH:20]4[N:16]([CH2:17][CH2:18][CH2:19]4)[CH2:15][CH:14]=3)[C:9]=2[C:23]2[CH:28]=[CH:27][N:26]=[CH:25][CH:24]=2)=[CH:6][CH:7]=1, predict the reactants needed to synthesize it. The reactants are: [F:1][C:2]1[CH:7]=[CH:6][C:5]([C:8]2[NH:12][N:11]=[C:10]([C:13]3(O)[CH2:21][CH:20]4[N:16]([CH2:17][CH2:18][CH2:19]4)[CH2:15][CH2:14]3)[C:9]=2[C:23]2[CH:28]=[CH:27][N:26]=[CH:25][CH:24]=2)=[CH:4][CH:3]=1.[OH-].[Na+]. (4) Given the product [CH2:36]([O:24][C:17]1[CH:18]=[C:19]2[C:14](=[CH:15][C:16]=1[CH3:25])[O:13][C:7]1([CH2:6][C:5]([CH3:27])([CH3:26])[C:4]3[C:9](=[CH:10][C:11]([CH3:12])=[C:2]([OH:1])[CH:3]=3)[O:8]1)[CH2:21][C:20]2([CH3:22])[CH3:23])[CH:35]=[CH2:34], predict the reactants needed to synthesize it. The reactants are: [OH:1][C:2]1[CH:3]=[C:4]2[C:9](=[CH:10][C:11]=1[CH3:12])[O:8][C:7]1([CH2:21][C:20]([CH3:23])([CH3:22])[C:19]3[C:14](=[CH:15][C:16]([CH3:25])=[C:17]([OH:24])[CH:18]=3)[O:13]1)[CH2:6][C:5]2([CH3:27])[CH3:26].C(=O)([O-])[O-].[K+].[K+].[CH2:34](Br)[CH:35]=[CH2:36].O. (5) Given the product [CH3:48][N:23]([CH3:22])[C:24](=[O:47])[CH2:25][N:26]1[C:34]2[CH:33]=[CH:32][CH:31]=[CH:30][C:29]=2[C:28]2[CH2:35][CH2:36][N:37]([C:40]([O:42][C:43]([CH3:44])([CH3:45])[CH3:46])=[O:41])[CH2:38][CH2:39][C:27]1=2, predict the reactants needed to synthesize it. The reactants are: C(OC(N1CCC2C3C=CC=CC=3NC=2CC1)=O)(C)(C)C.[CH3:22][N:23]([CH3:48])[C:24](=[O:47])[CH2:25][N:26]1[C:34]2[CH:33]=[CH:32][CH:31]=[CH:30][C:29]=2[C:28]2[CH2:35][CH2:36][N:37]([C:40]([O:42][C:43]([CH3:46])([CH3:45])[CH3:44])=[O:41])[CH2:38][CH2:39][C:27]1=2.[H-].[Na+].ClCC(N(C)C)=O.CCOC(C)=O.